Task: Regression. Given two drug SMILES strings and cell line genomic features, predict the synergy score measuring deviation from expected non-interaction effect.. Dataset: NCI-60 drug combinations with 297,098 pairs across 59 cell lines (1) Drug 1: C1C(C(OC1N2C=C(C(=O)NC2=O)F)CO)O. Drug 2: CCC1(CC2CC(C3=C(CCN(C2)C1)C4=CC=CC=C4N3)(C5=C(C=C6C(=C5)C78CCN9C7C(C=CC9)(C(C(C8N6C=O)(C(=O)OC)O)OC(=O)C)CC)OC)C(=O)OC)O.OS(=O)(=O)O. Cell line: KM12. Synergy scores: CSS=22.8, Synergy_ZIP=4.63, Synergy_Bliss=8.10, Synergy_Loewe=3.08, Synergy_HSA=7.21. (2) Drug 1: C1=CC(=CC=C1C#N)C(C2=CC=C(C=C2)C#N)N3C=NC=N3. Drug 2: CC1=C(C(=CC=C1)Cl)NC(=O)C2=CN=C(S2)NC3=CC(=NC(=N3)C)N4CCN(CC4)CCO. Cell line: MDA-MB-435. Synergy scores: CSS=2.95, Synergy_ZIP=-1.77, Synergy_Bliss=-4.30, Synergy_Loewe=-1.14, Synergy_HSA=-4.09. (3) Drug 1: CS(=O)(=O)C1=CC(=C(C=C1)C(=O)NC2=CC(=C(C=C2)Cl)C3=CC=CC=N3)Cl. Drug 2: C1=CC(=C2C(=C1NCCNCCO)C(=O)C3=C(C=CC(=C3C2=O)O)O)NCCNCCO. Cell line: MDA-MB-435. Synergy scores: CSS=30.7, Synergy_ZIP=23.3, Synergy_Bliss=22.1, Synergy_Loewe=-8.43, Synergy_HSA=15.2. (4) Cell line: RXF 393. Synergy scores: CSS=-10.8, Synergy_ZIP=8.52, Synergy_Bliss=8.66, Synergy_Loewe=-6.41, Synergy_HSA=-2.98. Drug 1: C(=O)(N)NO. Drug 2: C1=CC=C(C(=C1)C(C2=CC=C(C=C2)Cl)C(Cl)Cl)Cl. (5) Drug 1: CCCCCOC(=O)NC1=NC(=O)N(C=C1F)C2C(C(C(O2)C)O)O. Drug 2: CN(CCCl)CCCl.Cl. Cell line: U251. Synergy scores: CSS=37.7, Synergy_ZIP=-2.87, Synergy_Bliss=-0.390, Synergy_Loewe=-33.7, Synergy_HSA=0.342. (6) Drug 1: C1=CC(=CC=C1CC(C(=O)O)N)N(CCCl)CCCl.Cl. Drug 2: C1=CC=C(C(=C1)C(C2=CC=C(C=C2)Cl)C(Cl)Cl)Cl. Cell line: HCT-15. Synergy scores: CSS=23.4, Synergy_ZIP=-0.859, Synergy_Bliss=1.31, Synergy_Loewe=-5.43, Synergy_HSA=-1.95. (7) Drug 1: CS(=O)(=O)CCNCC1=CC=C(O1)C2=CC3=C(C=C2)N=CN=C3NC4=CC(=C(C=C4)OCC5=CC(=CC=C5)F)Cl. Drug 2: CC1CCCC2(C(O2)CC(NC(=O)CC(C(C(=O)C(C1O)C)(C)C)O)C(=CC3=CSC(=N3)C)C)C. Cell line: UACC62. Synergy scores: CSS=51.7, Synergy_ZIP=4.93, Synergy_Bliss=4.09, Synergy_Loewe=-20.5, Synergy_HSA=6.39.